From a dataset of Reaction yield outcomes from USPTO patents with 853,638 reactions. Predict the reaction yield, written as a fraction of the theoretical maximum amount of product (1.0 means a 100% yield; for example, 0.34 means a 34% yield). (1) The product is [Cl:20][C:21]1[CH:22]=[C:23]([NH:28][C:29]2[C:30]3[C:37](=[CH:18][C:9]4[NH:10][C:11]5[CH2:16][CH2:15][NH:14][C:13](=[O:17])[C:12]=5[C:8]=4[C:5]4[CH:4]=[CH:3][C:2]([F:1])=[CH:7][CH:6]=4)[C:36](=[O:38])[NH:35][C:31]=3[N:32]=[CH:33][N:34]=2)[CH:24]=[CH:25][C:26]=1[F:27]. No catalyst specified. The reactants are [F:1][C:2]1[CH:7]=[CH:6][C:5]([C:8]2[C:12]3[C:13](=[O:17])[NH:14][CH2:15][CH2:16][C:11]=3[NH:10][C:9]=2[CH:18]=O)=[CH:4][CH:3]=1.[Cl:20][C:21]1[CH:22]=[C:23]([NH:28][C:29]2[C:30]3[CH2:37][C:36](=[O:38])[NH:35][C:31]=3[N:32]=[CH:33][N:34]=2)[CH:24]=[CH:25][C:26]=1[F:27]. The yield is 0.774. (2) The catalyst is C(O)=O.O. The reactants are [CH:1]1[C:6]2[C:7]([C:16]3[CH:26]=[CH:25][C:19]([C:20]([O:22][CH2:23][CH3:24])=[O:21])=[CH:18][CH:17]=3)=[N:8][C:9]3[CH:15]=[CH:14][CH:13]=[CH:12][C:10]=3[O:11][C:5]=2[CH:4]=[CH:3][CH:2]=1.[BH4-].[Na+].[C:29](=O)(O)[O-].[Na+]. The yield is 0.770. The product is [CH3:29][N:8]1[CH:7]([C:16]2[CH:17]=[CH:18][C:19]([C:20]([O:22][CH2:23][CH3:24])=[O:21])=[CH:25][CH:26]=2)[C:6]2[CH:1]=[CH:2][CH:3]=[CH:4][C:5]=2[O:11][C:10]2[CH:12]=[CH:13][CH:14]=[CH:15][C:9]1=2.